Dataset: Full USPTO retrosynthesis dataset with 1.9M reactions from patents (1976-2016). Task: Predict the reactants needed to synthesize the given product. (1) Given the product [Cl:1][C:2]1[CH:3]=[N:4][N:5]([CH3:26])[C:6]=1[CH2:7][NH:9][C:10]1[CH:11]=[CH:12][C:13]([C:16]2[N:20]([CH3:21])[N:19]=[C:18]([C:22]([F:25])([F:24])[F:23])[CH:17]=2)=[CH:14][CH:15]=1, predict the reactants needed to synthesize it. The reactants are: [Cl:1][C:2]1[CH:3]=[N:4][N:5]([CH3:26])[C:6]=1[C:7]([NH:9][C:10]1[CH:15]=[CH:14][C:13]([C:16]2[N:20]([CH3:21])[N:19]=[C:18]([C:22]([F:25])([F:24])[F:23])[CH:17]=2)=[CH:12][CH:11]=1)=O.[BH4-].[Na+].B(F)(F)F.CCOCC.Cl. (2) Given the product [Cl:30][C:25]1[CH:24]=[C:23]([CH:21]([OH:22])[CH2:20][N:9]([CH2:8][C:5]2[CH:6]=[CH:7][C:2]([F:1])=[C:3]([O:11][CH3:12])[CH:4]=2)[CH3:10])[CH:28]=[CH:27][C:26]=1[Cl:29], predict the reactants needed to synthesize it. The reactants are: [F:1][C:2]1[CH:7]=[CH:6][C:5]([CH2:8][NH:9][CH3:10])=[CH:4][C:3]=1[O:11][CH3:12].C(=O)([O-])[O-].[K+].[K+].Br[CH2:20][C:21]([C:23]1[CH:28]=[CH:27][C:26]([Cl:29])=[C:25]([Cl:30])[CH:24]=1)=[O:22].[BH4-].[Na+].